From a dataset of Forward reaction prediction with 1.9M reactions from USPTO patents (1976-2016). Predict the product of the given reaction. Given the reactants [CH2:1]([O:3][C:4](=[O:26])[C:5]1[CH:25]=[CH:24][CH:23]=[C:7]([C:8]([NH:10][CH2:11][C:12]([C:14]2[CH:19]=[CH:18][C:17]([CH:20]([CH3:22])[CH3:21])=[CH:16][CH:15]=2)=O)=O)[CH:6]=1)[CH3:2].P12(SP3(SP(SP(S3)(S1)=S)(=S)S2)=S)=[S:28].N, predict the reaction product. The product is: [CH:20]([C:17]1[CH:18]=[CH:19][C:14]([C:12]2[S:28][C:8]([C:7]3[CH:6]=[C:5]([CH:25]=[CH:24][CH:23]=3)[C:4]([O:3][CH2:1][CH3:2])=[O:26])=[N:10][CH:11]=2)=[CH:15][CH:16]=1)([CH3:22])[CH3:21].